From a dataset of Experimental lipophilicity measurements (octanol/water distribution) for 4,200 compounds from AstraZeneca. Regression/Classification. Given a drug SMILES string, predict its absorption, distribution, metabolism, or excretion properties. Task type varies by dataset: regression for continuous measurements (e.g., permeability, clearance, half-life) or binary classification for categorical outcomes (e.g., BBB penetration, CYP inhibition). For this dataset (lipophilicity_astrazeneca), we predict Y. (1) The molecule is Cc1ccc(CO)cc1N(C)c1ccnc(Nc2cc(N3CCCCC3)cc(N3CCOCC3)c2)n1. The Y is 4.20 logD. (2) The compound is Cn1c(=O)c(Oc2ccc(F)cc2F)cc2cnc(NC(CCO)CCO)nc21. The Y is 1.50 logD. (3) The compound is C[C@@](O)(C(=O)Nc1ccc(S(=O)(=O)NCCCO)cc1Cl)C(F)(F)F. The Y is 2.10 logD. (4) The drug is Cc1sc(N2CCN(C)CC2)nc1CCOc1ccc(C[C@H](Nc2ccccc2C(=O)c2ccccc2)C(=O)O)cc1. The Y is 2.58 logD. (5) The compound is Cc1cnc(Nc2cc(N3CCN(C)CC3)nc(N[C@@H](C)c3ccc(F)cn3)n2)s1. The Y is 2.90 logD.